This data is from Catalyst prediction with 721,799 reactions and 888 catalyst types from USPTO. The task is: Predict which catalyst facilitates the given reaction. (1) Reactant: [C:1]1([CH3:12])[CH:6]=[CH:5][CH:4]=[CH:3][C:2]=1[C:7]1([CH2:10][NH2:11])[CH2:9][CH2:8]1.C(N(CC)CC)C.[CH3:20][C:21]1[C:22]([C:27](Cl)=[O:28])=[N:23][CH:24]=[CH:25][CH:26]=1.O. Product: [C:1]1([CH3:12])[CH:6]=[CH:5][CH:4]=[CH:3][C:2]=1[C:7]1([CH2:10][NH:11][C:27]([C:22]2[C:21]([CH3:20])=[CH:26][CH:25]=[CH:24][N:23]=2)=[O:28])[CH2:8][CH2:9]1. The catalyst class is: 4. (2) Reactant: [CH2:1]([C:8]1[C:13](=[O:14])[N:12]([C:15]2[CH:20]=[CH:19][CH:18]=[C:17]([C:21]3[CH:26]=[CH:25][C:24]([C:27]([O:29]C)=[O:28])=[CH:23][CH:22]=3)[CH:16]=2)[C:11]2[N:31]=[CH:32][CH:33]=[CH:34][C:10]=2[N:9]=1)[C:2]1[CH:7]=[CH:6][CH:5]=[CH:4][CH:3]=1.[Br-].[Li+].Cl. Product: [CH2:1]([C:8]1[C:13](=[O:14])[N:12]([C:15]2[CH:20]=[CH:19][CH:18]=[C:17]([C:21]3[CH:26]=[CH:25][C:24]([C:27]([OH:29])=[O:28])=[CH:23][CH:22]=3)[CH:16]=2)[C:11]2[N:31]=[CH:32][CH:33]=[CH:34][C:10]=2[N:9]=1)[C:2]1[CH:3]=[CH:4][CH:5]=[CH:6][CH:7]=1. The catalyst class is: 9. (3) Reactant: [F:1][C:2]([F:27])([F:26])[C:3]1[CH:4]=[C:5]([CH:9]([C:16]2[CH:21]=[CH:20][CH:19]=[C:18]([C:22]([F:25])([F:24])[F:23])[CH:17]=2)[N:10]2[CH2:15][CH2:14][NH:13][CH2:12][CH2:11]2)[CH:6]=[CH:7][CH:8]=1.Br[CH2:29][C:30]([O:32][C:33]([CH3:36])([CH3:35])[CH3:34])=[O:31].C(N(CC)CC)C. Product: [F:27][C:2]([F:1])([F:26])[C:3]1[CH:4]=[C:5]([CH:9]([C:16]2[CH:21]=[CH:20][CH:19]=[C:18]([C:22]([F:23])([F:24])[F:25])[CH:17]=2)[N:10]2[CH2:15][CH2:14][N:13]([CH2:29][C:30]([O:32][C:33]([CH3:36])([CH3:35])[CH3:34])=[O:31])[CH2:12][CH2:11]2)[CH:6]=[CH:7][CH:8]=1. The catalyst class is: 47. (4) Reactant: [CH3:1][O:2][C:3]1[CH:8]=[CH:7][C:6]([CH2:9][C:10]([OH:12])=O)=[C:5]([C:13]([F:16])([F:15])[F:14])[CH:4]=1.C(Cl)(=O)C(Cl)=O.[NH2:23][C:24]1[CH:63]=[CH:62][C:27]([C:28]([N:30]([CH2:54][C:55]([O:57]C(C)(C)C)=[O:56])[CH2:31][C:32]2[CH:37]=[CH:36][C:35]([C:38]3[N:42]=[C:41]([NH:43][S:44]([C:47]4[CH:52]=[CH:51][C:50]([CH3:53])=[CH:49][CH:48]=4)(=[O:46])=[O:45])[O:40][N:39]=3)=[CH:34][CH:33]=2)=[O:29])=[CH:26][CH:25]=1.C(O)(C(F)(F)F)=O. Product: [CH3:1][O:2][C:3]1[CH:8]=[CH:7][C:6]([CH2:9][C:10]([NH:23][C:24]2[CH:63]=[CH:62][C:27]([C:28]([N:30]([CH2:54][C:55]([OH:57])=[O:56])[CH2:31][C:32]3[CH:33]=[CH:34][C:35]([C:38]4[N:42]=[C:41]([NH:43][S:44]([C:47]5[CH:52]=[CH:51][C:50]([CH3:53])=[CH:49][CH:48]=5)(=[O:46])=[O:45])[O:40][N:39]=4)=[CH:36][CH:37]=3)=[O:29])=[CH:26][CH:25]=2)=[O:12])=[C:5]([C:13]([F:16])([F:15])[F:14])[CH:4]=1. The catalyst class is: 59. (5) Reactant: Cl[CH:2]1[CH:7]([N+:8]([O-:10])=[O:9])[C:6]([C:11]2[CH:16]=[CH:15][C:14]([O:17][CH:18]([F:20])[F:19])=[CH:13][C:12]=2[Cl:21])=[CH:5][CH:4]=[N:3]1.[CH:22]([NH2:26])([CH2:24][CH3:25])[CH3:23].CCN(C(C)C)C(C)C. Product: [CH:22]([NH:26][CH:2]1[CH:7]([N+:8]([O-:10])=[O:9])[C:6]([C:11]2[CH:16]=[CH:15][C:14]([O:17][CH:18]([F:20])[F:19])=[CH:13][C:12]=2[Cl:21])=[CH:5][CH:4]=[N:3]1)([CH2:24][CH3:25])[CH3:23]. The catalyst class is: 10.